This data is from Catalyst prediction with 721,799 reactions and 888 catalyst types from USPTO. The task is: Predict which catalyst facilitates the given reaction. (1) Reactant: C[O:2][C:3](=[O:31])[CH2:4][O:5][C:6]1[CH:14]=[C:13]2[CH2:15][CH2:16][CH2:17][C:12]2=[C:11]2[C:7]=1[C:8]([C:26](=[O:30])[C:27]([NH2:29])=[O:28])=[C:9]([CH3:25])[N:10]2[CH2:18][C:19]1[CH:24]=[CH:23][CH:22]=[CH:21][CH:20]=1.[OH-].[Li+]. Product: [NH2:29][C:27](=[O:28])[C:26]([C:8]1[C:7]2[C:11](=[C:12]3[CH2:17][CH2:16][CH2:15][C:13]3=[CH:14][C:6]=2[O:5][CH2:4][C:3]([OH:31])=[O:2])[N:10]([CH2:18][C:19]2[CH:24]=[CH:23][CH:22]=[CH:21][CH:20]=2)[C:9]=1[CH3:25])=[O:30]. The catalyst class is: 111. (2) Reactant: [Cl:1][C:2]1[C:3](C(N)=O)=[N:4][CH:5]=[CH:6][C:7]=1[O:8][C:9]1[CH:14]=[CH:13][C:12]([NH:15][C:16]([C:18]2[C:19](=[O:31])[N:20]([C:25]3[CH:30]=[CH:29][CH:28]=[CH:27][CH:26]=3)[N:21]([CH3:24])[C:22]=2[CH3:23])=[O:17])=[CH:11][C:10]=1[F:32].C(O)(=O)C.C(O)(=O)C.IC1C=CC=CC=1.CC#[N:53]. Product: [NH2:53][C:3]1[C:2]([Cl:1])=[C:7]([O:8][C:9]2[CH:14]=[CH:13][C:12]([NH:15][C:16]([C:18]3[C:19](=[O:31])[N:20]([C:25]4[CH:30]=[CH:29][CH:28]=[CH:27][CH:26]=4)[N:21]([CH3:24])[C:22]=3[CH3:23])=[O:17])=[CH:11][C:10]=2[F:32])[CH:6]=[CH:5][N:4]=1. The catalyst class is: 161.